From a dataset of NCI-60 drug combinations with 297,098 pairs across 59 cell lines. Regression. Given two drug SMILES strings and cell line genomic features, predict the synergy score measuring deviation from expected non-interaction effect. (1) Drug 1: CC1=CC2C(CCC3(C2CCC3(C(=O)C)OC(=O)C)C)C4(C1=CC(=O)CC4)C. Drug 2: C1=NC(=NC(=O)N1C2C(C(C(O2)CO)O)O)N. Cell line: UO-31. Synergy scores: CSS=9.29, Synergy_ZIP=0.0861, Synergy_Bliss=4.94, Synergy_Loewe=4.51, Synergy_HSA=4.51. (2) Drug 1: CC12CCC(CC1=CCC3C2CCC4(C3CC=C4C5=CN=CC=C5)C)O. Drug 2: CS(=O)(=O)CCNCC1=CC=C(O1)C2=CC3=C(C=C2)N=CN=C3NC4=CC(=C(C=C4)OCC5=CC(=CC=C5)F)Cl. Cell line: UO-31. Synergy scores: CSS=12.6, Synergy_ZIP=-5.51, Synergy_Bliss=-2.85, Synergy_Loewe=-1.71, Synergy_HSA=-0.957. (3) Drug 1: C1C(C(OC1N2C=C(C(=O)NC2=O)F)CO)O. Drug 2: CC12CCC3C(C1CCC2O)C(CC4=C3C=CC(=C4)O)CCCCCCCCCS(=O)CCCC(C(F)(F)F)(F)F. Cell line: BT-549. Synergy scores: CSS=7.44, Synergy_ZIP=-3.94, Synergy_Bliss=1.77, Synergy_Loewe=-3.99, Synergy_HSA=0.436. (4) Drug 1: C1CCC(CC1)NC(=O)N(CCCl)N=O. Drug 2: C1=CC(=CC=C1CC(C(=O)O)N)N(CCCl)CCCl.Cl. Cell line: SNB-75. Synergy scores: CSS=40.5, Synergy_ZIP=4.29, Synergy_Bliss=9.22, Synergy_Loewe=5.72, Synergy_HSA=7.44. (5) Drug 1: CS(=O)(=O)C1=CC(=C(C=C1)C(=O)NC2=CC(=C(C=C2)Cl)C3=CC=CC=N3)Cl. Drug 2: N.N.Cl[Pt+2]Cl. Cell line: SN12C. Synergy scores: CSS=-0.0970, Synergy_ZIP=0.0276, Synergy_Bliss=-1.67, Synergy_Loewe=-2.02, Synergy_HSA=-2.32. (6) Drug 1: COC1=CC(=CC(=C1O)OC)C2C3C(COC3=O)C(C4=CC5=C(C=C24)OCO5)OC6C(C(C7C(O6)COC(O7)C8=CC=CS8)O)O. Drug 2: C1=NNC2=C1C(=O)NC=N2. Cell line: NCI/ADR-RES. Synergy scores: CSS=-5.71, Synergy_ZIP=-0.613, Synergy_Bliss=-4.51, Synergy_Loewe=-5.82, Synergy_HSA=-5.15. (7) Drug 1: C1C(C(OC1N2C=NC3=C(N=C(N=C32)Cl)N)CO)O. Drug 2: C1=CC=C(C(=C1)C(C2=CC=C(C=C2)Cl)C(Cl)Cl)Cl. Cell line: HCC-2998. Synergy scores: CSS=38.7, Synergy_ZIP=2.44, Synergy_Bliss=3.08, Synergy_Loewe=-30.4, Synergy_HSA=2.32. (8) Drug 1: C1CCN(CC1)CCOC2=CC=C(C=C2)C(=O)C3=C(SC4=C3C=CC(=C4)O)C5=CC=C(C=C5)O. Drug 2: CC12CCC(CC1=CCC3C2CCC4(C3CC=C4C5=CN=CC=C5)C)O. Cell line: DU-145. Synergy scores: CSS=12.6, Synergy_ZIP=9.75, Synergy_Bliss=16.9, Synergy_Loewe=12.0, Synergy_HSA=12.3. (9) Drug 1: CC12CCC3C(C1CCC2=O)CC(=C)C4=CC(=O)C=CC34C. Drug 2: C1=CC(=C2C(=C1NCCNCCO)C(=O)C3=C(C=CC(=C3C2=O)O)O)NCCNCCO. Cell line: NCI-H522. Synergy scores: CSS=57.6, Synergy_ZIP=4.03, Synergy_Bliss=4.08, Synergy_Loewe=-3.95, Synergy_HSA=7.22. (10) Cell line: NCI-H522. Synergy scores: CSS=22.9, Synergy_ZIP=-4.61, Synergy_Bliss=-2.34, Synergy_Loewe=-3.85, Synergy_HSA=-1.86. Drug 1: C1=C(C(=O)NC(=O)N1)N(CCCl)CCCl. Drug 2: CCC(=C(C1=CC=CC=C1)C2=CC=C(C=C2)OCCN(C)C)C3=CC=CC=C3.C(C(=O)O)C(CC(=O)O)(C(=O)O)O.